From a dataset of Full USPTO retrosynthesis dataset with 1.9M reactions from patents (1976-2016). Predict the reactants needed to synthesize the given product. (1) Given the product [NH2:3][CH2:4][C:5]1[CH:10]=[CH:9][N:8]([C:11]2[CH:15]=[CH:14][O:13][CH:12]=2)[C:7](=[O:16])[CH:6]=1, predict the reactants needed to synthesize it. The reactants are: CO[N:3]=[CH:4][C:5]1[CH:10]=[CH:9][N:8]([C:11]2[CH:15]=[CH:14][O:13][CH:12]=2)[C:7](=[O:16])[CH:6]=1. (2) Given the product [CH3:14][Si:13]([CH3:16])([CH3:15])[CH2:12][CH2:11][O:10][CH2:9][N:8]([CH2:17][O:18][CH2:19][CH2:20][Si:21]([CH3:24])([CH3:23])[CH3:22])[C:6]1[N:5]2[N:25]=[CH:26][CH:27]=[C:4]2[N:3]=[C:2]([C:36]2[CH2:41][CH2:40][N:39]([C:42]([O:44][C:45]([CH3:48])([CH3:47])[CH3:46])=[O:43])[CH2:38][CH:37]=2)[CH:7]=1, predict the reactants needed to synthesize it. The reactants are: Cl[C:2]1[CH:7]=[C:6]([N:8]([CH2:17][O:18][CH2:19][CH2:20][Si:21]([CH3:24])([CH3:23])[CH3:22])[CH2:9][O:10][CH2:11][CH2:12][Si:13]([CH3:16])([CH3:15])[CH3:14])[N:5]2[N:25]=[CH:26][CH:27]=[C:4]2[N:3]=1.CC1(C)C(C)(C)OB([C:36]2[CH2:41][CH2:40][N:39]([C:42]([O:44][C:45]([CH3:48])([CH3:47])[CH3:46])=[O:43])[CH2:38][CH:37]=2)O1.ClCCl.C([O-])([O-])=O.[Na+].[Na+]. (3) Given the product [NH2:1][C@H:4]([C:24]1[C:25]([CH3:34])=[C:26]2[C:30](=[CH:31][CH:32]=1)[C:29](=[O:33])[O:28][CH2:27]2)[CH2:5][N:6]1[CH2:7][CH2:8][C:9]2([C:13](=[O:14])[N:12]([C:15]3[CH2:16][O:17][C:18](=[O:21])[C:19]=3[CH3:20])[CH2:11][CH2:10]2)[CH2:22][CH2:23]1, predict the reactants needed to synthesize it. The reactants are: [N:1]([C@H:4]([C:24]1[C:25]([CH3:34])=[C:26]2[C:30](=[CH:31][CH:32]=1)[C:29](=[O:33])[O:28][CH2:27]2)[CH2:5][N:6]1[CH2:23][CH2:22][C:9]2([C:13](=[O:14])[N:12]([C:15]3[CH2:16][O:17][C:18](=[O:21])[C:19]=3[CH3:20])[CH2:11][CH2:10]2)[CH2:8][CH2:7]1)=[N+]=[N-].O1CCCC1.C1(P(C2C=CC=CC=2)C2C=CC=CC=2)C=CC=CC=1.